This data is from Full USPTO retrosynthesis dataset with 1.9M reactions from patents (1976-2016). The task is: Predict the reactants needed to synthesize the given product. (1) Given the product [Cl:10][C:11]1[N:12]=[CH:13][N:14]=[C:15]([N:1]2[C:9]3[C:4](=[N:5][CH:6]=[CH:7][CH:8]=3)[CH2:3][CH2:2]2)[C:16]=1[CH3:17], predict the reactants needed to synthesize it. The reactants are: [NH:1]1[C:9]2[C:4](=[N:5][CH:6]=[CH:7][CH:8]=2)[CH2:3][CH2:2]1.[Cl:10][C:11]1[C:16]([CH3:17])=[C:15](Cl)[N:14]=[CH:13][N:12]=1. (2) Given the product [OH:8][C@@H:9]1[C@@:43]2([CH3:44])[C:13](=[CH:14][CH:15]=[C:16]3[C@@H:42]2[CH2:41][CH2:40][C@@:39]2([CH3:45])[C@H:17]3[CH2:18][CH:19]=[C:20]2[C:21]([O:24]/[CH:25]=[CH:26]/[CH2:27][C:28]([OH:31])([CH3:30])[CH3:29])([CH3:23])[CH3:22])[CH2:12][C@@H:11]([OH:46])[CH2:10]1, predict the reactants needed to synthesize it. The reactants are: [Si]([O:8][C@@H:9]1[C@@:43]2([CH3:44])[C:13](=[CH:14][CH:15]=[C:16]3[C@@H:42]2[CH2:41][CH2:40][C@@:39]2([CH3:45])[C@H:17]3[CH2:18][CH:19]=[C:20]2[C:21]([O:24]/[CH:25]=[CH:26]/[CH2:27][C:28]([O:31][Si](CC)(CC)CC)([CH3:30])[CH3:29])([CH3:23])[CH3:22])[CH2:12][C@@H:11]([O:46][Si](C(C)(C)C)(C)C)[CH2:10]1)(C(C)(C)C)(C)C.O1CCCC1.[F-].C([N+](CCCC)(CCCC)CCCC)CCC. (3) Given the product [ClH:21].[OH:6][C@H:7]1[C@@H:12]([N:13]2[CH2:17][CH2:16][O:15][C:14]2=[O:18])[CH2:11][CH2:10][NH:9][CH2:8]1, predict the reactants needed to synthesize it. The reactants are: CC([Si](C)(C)[O:6][C@H:7]1[C@@H:12]([N:13]2[CH2:17][CH2:16][O:15][C:14]2=[O:18])[CH2:11][CH2:10][NH:9][CH2:8]1)(C)C.[ClH:21]. (4) Given the product [F:1][C:2]1[CH:3]=[C:4]2[C:9](=[CH:10][CH:11]=1)[O:8][CH2:7][CH:6]=[CH:5]2, predict the reactants needed to synthesize it. The reactants are: [F:1][C:2]1[CH:3]=[C:4]2[C:9](=[CH:10][CH:11]=1)[O:8][CH2:7][CH2:6][CH:5]2O.C1(C)C=CC(S(O)(=O)=O)=CC=1.O.C([O-])(O)=O.[Na+]. (5) Given the product [CH3:25][C:24]1[O:23][C:22]([C:26]2[CH:31]=[CH:30][CH:29]=[CH:28][CH:27]=2)=[N:21][C:20]=1[CH2:19][O:18][C:17]1[CH:32]=[CH:33][C:14]([CH2:13][O:3]/[N:4]=[C:5](\[CH3:11])/[C:6]([OH:8])=[O:7])=[CH:15][CH:16]=1, predict the reactants needed to synthesize it. The reactants are: [H-].[Na+].[OH:3]/[N:4]=[C:5](\[CH3:11])/[C:6]([O:8]CC)=[O:7].Cl[CH2:13][C:14]1[CH:33]=[CH:32][C:17]([O:18][CH2:19][C:20]2[N:21]=[C:22]([C:26]3[CH:31]=[CH:30][CH:29]=[CH:28][CH:27]=3)[O:23][C:24]=2[CH3:25])=[CH:16][CH:15]=1.Cl.C(=O)(O)[O-].[Na+]. (6) Given the product [Cl:11][C:9]1[CH:10]=[C:5]([C:4]([O:3][CH2:1][CH3:2])=[O:13])[CH:6]=[N:7][C:8]=1[N:14]1[CH2:18][CH2:17][CH2:16][CH2:15]1, predict the reactants needed to synthesize it. The reactants are: [CH2:1]([O:3][C:4](=[O:13])[C:5]1[CH:10]=[C:9]([Cl:11])[C:8](Cl)=[N:7][CH:6]=1)[CH3:2].[NH:14]1[CH2:18][CH2:17][CH2:16][CH2:15]1.C(=O)([O-])[O-].[K+].[K+].O.